From a dataset of Forward reaction prediction with 1.9M reactions from USPTO patents (1976-2016). Predict the product of the given reaction. (1) Given the reactants [Cl:1][C:2]1[CH:9]=[CH:8][C:5]([C:6]#[N:7])=[C:4]([CH3:10])[CH:3]=1.[Cl-].O[NH3+].C([N:17](C(C)C)CC)(C)C.[O:23]1[CH:27]=[CH:26][CH:25]=[C:24]1[C:28](Cl)=[O:29].C(N=C=NC(C)C)(C)C, predict the reaction product. The product is: [Cl:1][C:2]1[CH:9]=[CH:8][C:5]([C:6]2[N:17]=[C:28]([C:24]3[O:23][CH:27]=[CH:26][CH:25]=3)[O:29][N:7]=2)=[C:4]([CH3:10])[CH:3]=1. (2) Given the reactants [CH3:1][O:2][C:3]([CH3:8])([CH3:7])[C:4](O)=O.N1(O)C2C=CC=CC=2N=N1.Cl.CN(C)CCCN=C=NCC.Cl.[NH2:32][NH:33][C:34]([NH2:36])=[O:35].[OH-].[K+].[NH4+].[Cl-], predict the reaction product. The product is: [CH3:1][O:2][C:3]([C:4]1[NH:36][C:34](=[O:35])[NH:33][N:32]=1)([CH3:7])[CH3:8]. (3) Given the reactants C([O:8][C:9]1[CH:14]=[CH:13][C:12]([C:15]2[C:16]([N:34]3[CH2:39][CH2:38][C:37]([CH3:41])([CH3:40])[CH2:36][CH2:35]3)=[C:17]([C@H:23]([O:29][C:30]([CH3:33])([CH3:32])[CH3:31])[C:24]([O:26][CH2:27][CH3:28])=[O:25])[C:18]([CH3:22])=[N:19][C:20]=2[CH3:21])=[CH:11][CH:10]=1)C1C=CC=CC=1, predict the reaction product. The product is: [C:30]([O:29][C@@H:23]([C:17]1[C:18]([CH3:22])=[N:19][C:20]([CH3:21])=[C:15]([C:12]2[CH:11]=[CH:10][C:9]([OH:8])=[CH:14][CH:13]=2)[C:16]=1[N:34]1[CH2:35][CH2:36][C:37]([CH3:40])([CH3:41])[CH2:38][CH2:39]1)[C:24]([O:26][CH2:27][CH3:28])=[O:25])([CH3:31])([CH3:32])[CH3:33]. (4) Given the reactants [CH3:1][O:2][C:3](=[O:16])[C:4]1[CH:9]=[CH:8][C:7](I)=[C:6]([O:11][CH2:12][C:13]([CH3:15])=[CH2:14])[CH:5]=1.C(=O)([O-])[O-].[K+].[K+].[Cl:23][C:24]1[CH:29]=[CH:28][C:27](B(O)O)=[CH:26][CH:25]=1, predict the reaction product. The product is: [CH3:1][O:2][C:3]([C:4]1[CH:9]=[CH:8][C:7]2[C:13]([CH2:15][C:27]3[CH:28]=[CH:29][C:24]([Cl:23])=[CH:25][CH:26]=3)([CH3:14])[CH2:12][O:11][C:6]=2[CH:5]=1)=[O:16]. (5) Given the reactants [CH3:1][C:2]1([CH3:7])[CH2:6][CH2:5][NH:4][CH2:3]1.C[O:9][C:10]([C:12]1[C:16]([NH:17][C:18]([C:20]2[C:25]([NH:26][C:27]3[CH:28]=[N:29][CH:30]=[N:31][CH:32]=3)=[CH:24][CH:23]=[C:22]([CH:33]3[CH2:35][CH2:34]3)[N:21]=2)=[O:19])=[CH:15][N:14]([CH3:36])[N:13]=1)=O, predict the reaction product. The product is: [CH3:1][C:2]1([CH3:7])[CH2:6][CH2:5][N:4]([C:10]([C:12]2[C:16]([NH:17][C:18]([C:20]3[C:25]([NH:26][C:27]4[CH:28]=[N:29][CH:30]=[N:31][CH:32]=4)=[CH:24][CH:23]=[C:22]([CH:33]4[CH2:35][CH2:34]4)[N:21]=3)=[O:19])=[CH:15][N:14]([CH3:36])[N:13]=2)=[O:9])[CH2:3]1. (6) Given the reactants C([O:8][C:9]1[C:10](=[O:26])[CH:11]=[C:12]([CH2:15][NH:16][S:17]([C:20]2[CH:25]=[CH:24][CH:23]=[CH:22][CH:21]=2)(=[O:19])=[O:18])[O:13][CH:14]=1)C1C=CC=CC=1.S(=O)(=O)(O)O, predict the reaction product. The product is: [OH:8][C:9]1[C:10](=[O:26])[CH:11]=[C:12]([CH2:15][NH:16][S:17]([C:20]2[CH:21]=[CH:22][CH:23]=[CH:24][CH:25]=2)(=[O:19])=[O:18])[O:13][CH:14]=1. (7) Given the reactants [CH3:1][CH:2]1[CH2:11][CH2:10][C:9]2[C:4](=[CH:5][CH:6]=[CH:7][C:8]=2[O:12][C:13]2[CH:18]=[CH:17][CH:16]=[CH:15][CH:14]=2)[NH:3]1.N1C=CC=CC=1.[C:25](Cl)(=[O:27])[CH3:26], predict the reaction product. The product is: [CH3:1][CH:2]1[CH2:11][CH2:10][C:9]2[C:4](=[CH:5][CH:6]=[CH:7][C:8]=2[O:12][C:13]2[CH:18]=[CH:17][CH:16]=[CH:15][CH:14]=2)[N:3]1[C:25](=[O:27])[CH3:26]. (8) Given the reactants [OH:1][C:2]1[C:11]2[C:6](=[CH:7][CH:8]=[CH:9][CH:10]=2)[C:5]([NH:12][C:13](=[O:15])[CH3:14])=[CH:4][CH:3]=1.CC(C)([O-])C.[K+].[Cl:22][C:23]1[CH:28]=[N:27][CH:26]=[C:25](Cl)[N:24]=1, predict the reaction product. The product is: [Cl:22][C:23]1[N:24]=[C:25]([O:1][C:2]2[C:11]3[C:6](=[CH:7][CH:8]=[CH:9][CH:10]=3)[C:5]([NH:12][C:13](=[O:15])[CH3:14])=[CH:4][CH:3]=2)[CH:26]=[N:27][CH:28]=1. (9) The product is: [C:16](=[O:17])([O:12][C:1]1[C:10]2[C:5](=[CH:6][CH:7]=[CH:8][C:9]=2[O:11][C:16](=[O:17])[O:18][CH2:19][CH:20]([CH3:22])[CH3:21])[CH:4]=[CH:3][CH:2]=1)[O:18][CH2:19][CH:20]([CH3:22])[CH3:21]. Given the reactants [C:1]1([OH:12])[C:10]2[C:5](=[CH:6][CH:7]=[CH:8][C:9]=2[OH:11])[CH:4]=[CH:3][CH:2]=1.[H-].[Na+].Cl[C:16]([O:18][CH2:19][CH:20]([CH3:22])[CH3:21])=[O:17], predict the reaction product.